This data is from Catalyst prediction with 721,799 reactions and 888 catalyst types from USPTO. The task is: Predict which catalyst facilitates the given reaction. (1) Reactant: Cl[CH2:2][CH2:3][C:4]([NH:6][C:7]1[C:20]2[C:19](=[O:21])[C:18]3[C:13](=[CH:14][CH:15]=[CH:16][C:17]=3[NH:22][C:23](=[O:27])[CH2:24][CH2:25]Cl)[C:12](=[O:28])[C:11]=2[CH:10]=[CH:9][CH:8]=1)=[O:5].[N:29]1[CH:34]=CC=C[CH:30]=1.[CH3:35][NH:36][CH3:37]. Product: [CH3:30][N:29]([CH3:34])[CH:24]([CH3:25])[C:23]([NH:22][C:17]1[C:18]2[C:19](=[O:21])[C:20]3[C:11](=[CH:10][CH:9]=[CH:8][C:7]=3[NH:6][C:4](=[O:5])[CH:3]([N:36]([CH3:37])[CH3:35])[CH3:2])[C:12](=[O:28])[C:13]=2[CH:14]=[CH:15][CH:16]=1)=[O:27]. The catalyst class is: 1. (2) Reactant: [F:1][C:2]([F:29])([F:28])[C:3]1[CH:4]=[C:5]([CH:21]=[C:22]([C:24]([F:27])([F:26])[F:25])[CH:23]=1)[CH2:6][O:7][CH2:8][C@@:9]12[CH2:14][CH:13]1[CH2:12][NH:11][C@H:10]2[C:15]1[CH:20]=[CH:19][CH:18]=[CH:17][CH:16]=1.[CH3:30][N:31]([CH2:33][C:34]1[NH:38][N:37]=[N:36][C:35]=1[CH:39]=O)[CH3:32].C(O[BH-](OC(=O)C)OC(=O)C)(=O)C.[Na+].Cl.[OH-].[Na+].C(=O)(O)[O-].[Na+]. Product: [F:29][C:2]([F:28])([F:1])[C:3]1[CH:4]=[C:5]([CH:21]=[C:22]([C:24]([F:27])([F:26])[F:25])[CH:23]=1)[CH2:6][O:7][CH2:8][C:9]12[CH2:14][CH:13]1[CH2:12][N:11]([CH2:39][C:35]1[N:36]=[N:37][NH:38][C:34]=1[CH2:33][N:31]([CH3:32])[CH3:30])[CH:10]2[C:15]1[CH:16]=[CH:17][CH:18]=[CH:19][CH:20]=1. The catalyst class is: 57. (3) Reactant: [CH3:1][Mg]Br.[F:4][C:5]1[CH:6]=[C:7]([CH:11]=[O:12])[CH:8]=[N:9][CH:10]=1.[Cl-].[NH4+]. Product: [F:4][C:5]1[CH:6]=[C:7]([CH:11]([OH:12])[CH3:1])[CH:8]=[N:9][CH:10]=1. The catalyst class is: 27. (4) Reactant: [CH3:1][O:2][C:3]1[CH:4]=[C:5]([CH:17]=[CH:18][C:19]([O:21][CH2:22][CH3:23])=[O:20])[CH:6]=[CH:7][C:8]=1[O:9]CC1C=CC=CC=1.Cl. Product: [OH:9][C:8]1[CH:7]=[CH:6][C:5]([CH2:17][CH2:18][C:19]([O:21][CH2:22][CH3:23])=[O:20])=[CH:4][C:3]=1[O:2][CH3:1]. The catalyst class is: 63. (5) Reactant: [NH2:1][C:2]1[CH:3]=[N:4][C:5]([C:8]2[CH:9]=[C:10]([CH:25]=[CH:26][CH:27]=2)[CH2:11][C:12]2[C:17](=[O:18])[CH:16]=[CH:15][N:14]([C:19]3[CH:20]=[N:21][N:22]([CH3:24])[CH:23]=3)[N:13]=2)=[N:6][CH:7]=1.CC1C=CC(S(O)(=O)=O)=CC=1. Product: [CH3:24][N:22]1[CH:23]=[C:19]([N:14]2[CH:15]=[CH:16][C:17](=[O:18])[C:12]([CH2:11][C:10]3[CH:25]=[CH:26][CH:27]=[C:8]([C:5]4[N:6]=[CH:7][C:2]([N:1]5[CH:15]=[N:14][N:13]=[CH:12]5)=[CH:3][N:4]=4)[CH:9]=3)=[N:13]2)[CH:20]=[N:21]1. The catalyst class is: 11. (6) Reactant: Cl.[F:2][C:3]1[CH:8]=[CH:7][C:6]([C:9](=[O:23])[CH:10]([NH2:22])[CH2:11][C:12]2[CH:17]=[CH:16][C:15]([C:18]([F:21])([F:20])[F:19])=[CH:14][CH:13]=2)=[CH:5][CH:4]=1.[O:24]=[C:25]1[CH:30]=[CH:29][O:28][C:27]([C:31](O)=[O:32])=[CH:26]1.Cl.C(N=C=NCCCN(C)C)C.ON1C2C=CC=CC=2N=N1.C1CCN2C(=NCCC2)CC1.Cl. Product: [F:2][C:3]1[CH:4]=[CH:5][C:6]([C:9](=[O:23])[CH:10]([NH:22][C:31]([C:27]2[O:28][CH:29]=[CH:30][C:25](=[O:24])[CH:26]=2)=[O:32])[CH2:11][C:12]2[CH:17]=[CH:16][C:15]([C:18]([F:21])([F:20])[F:19])=[CH:14][CH:13]=2)=[CH:7][CH:8]=1. The catalyst class is: 35. (7) Reactant: [N:1]1[CH:6]=[CH:5][CH:4]=[CH:3][C:2]=1[C:7]1[CH:8]=[N:9][N:10]([C:12]2[N:17]=[CH:16][C:15]([NH:18][CH:19]([C:23]3[CH:33]=[CH:32][C:26]([C:27](OCC)=[O:28])=[CH:25][CH:24]=3)[CH2:20][CH2:21][CH3:22])=[CH:14][CH:13]=2)[CH:11]=1.[C:34]([OH:40])([C:36](F)(F)F)=[O:35].C[C:42]#[N:43]. Product: [N:1]1[CH:6]=[CH:5][CH:4]=[CH:3][C:2]=1[C:7]1[CH:8]=[N:9][N:10]([C:12]2[N:17]=[CH:16][C:15]([NH:18][CH:19]([C:23]3[CH:24]=[CH:25][C:26]([C:27]([NH:43][CH2:42][CH2:36][C:34]([OH:40])=[O:35])=[O:28])=[CH:32][CH:33]=3)[CH2:20][CH2:21][CH3:22])=[CH:14][CH:13]=2)[CH:11]=1. The catalyst class is: 6.